Dataset: Full USPTO retrosynthesis dataset with 1.9M reactions from patents (1976-2016). Task: Predict the reactants needed to synthesize the given product. (1) Given the product [OH:8][C:9]1[CH:17]=[CH:16][C:15]([C:18]2[NH:22][N:21]=[N:20][N:19]=2)=[CH:14][C:10]=1[C:11]([NH2:13])=[O:12], predict the reactants needed to synthesize it. The reactants are: C([O:8][C:9]1[CH:17]=[CH:16][C:15]([C:18]2[NH:22][N:21]=[N:20][N:19]=2)=[CH:14][C:10]=1[C:11]([NH2:13])=[O:12])C1C=CC=CC=1.[OH-].[NH4+]. (2) Given the product [F:1][C:2]1[CH:3]=[C:4]2[N:10]=[CH:9][N:8]([CH2:11][C:12]3[CH:23]=[CH:22][C:15]4[N:16]=[C:17]([NH:24][C@@H:25]5[CH2:30][CH2:29][CH2:28][CH2:27][C@H:26]5[OH:31])[O:18][C:14]=4[CH:13]=3)[C:5]2=[N:6][CH:7]=1, predict the reactants needed to synthesize it. The reactants are: [F:1][C:2]1[CH:3]=[C:4]2[N:10]=[CH:9][N:8]([CH2:11][C:12]3[CH:23]=[CH:22][C:15]4[N:16]=[C:17](S(C)=O)[O:18][C:14]=4[CH:13]=3)[C:5]2=[N:6][CH:7]=1.[NH2:24][C@@H:25]1[CH2:30][CH2:29][CH2:28][CH2:27][C@H:26]1[OH:31].CCN(C(C)C)C(C)C.O. (3) Given the product [Cl:11][C:12]1[CH:19]=[CH:18][C:15]([CH2:16][NH:1][C:2]2[O:3][CH:4]([CH:8]([CH3:10])[CH3:9])[C:5](=[O:7])[N:6]=2)=[CH:14][CH:13]=1, predict the reactants needed to synthesize it. The reactants are: [NH2:1][C:2]1[O:3][CH:4]([CH:8]([CH3:10])[CH3:9])[C:5](=[O:7])[N:6]=1.[Cl:11][C:12]1[CH:19]=[CH:18][C:15]([CH2:16]N)=[CH:14][CH:13]=1.